From a dataset of Full USPTO retrosynthesis dataset with 1.9M reactions from patents (1976-2016). Predict the reactants needed to synthesize the given product. (1) The reactants are: [Br:1][C:2]1[CH:3]=[CH:4][C:5]([OH:10])=[C:6]([CH:9]=1)[C:7]#[N:8].O[CH:12]1[CH2:17][CH2:16][N:15]([C:18]([O:20][C:21]([CH3:24])([CH3:23])[CH3:22])=[O:19])[CH2:14][CH2:13]1.C1C=CC(P(C2C=CC=CC=2)C2C=CC=CC=2)=CC=1.CCOC(/N=N/C(OCC)=O)=O. Given the product [Br:1][C:2]1[CH:3]=[CH:4][C:5]([O:10][CH:12]2[CH2:17][CH2:16][N:15]([C:18]([O:20][C:21]([CH3:24])([CH3:23])[CH3:22])=[O:19])[CH2:14][CH2:13]2)=[C:6]([C:7]#[N:8])[CH:9]=1, predict the reactants needed to synthesize it. (2) Given the product [C:22]([C:9]1[CH:10]=[N:11][C:12]2[C:17]([C:8]=1[C:4]1[CH:3]=[C:2]([NH:1][C:37]([NH:36][C:30]3[CH:35]=[CH:34][CH:33]=[CH:32][CH:31]=3)=[S:38])[CH:7]=[CH:6][CH:5]=1)=[CH:16][CH:15]=[CH:14][C:13]=2[C:18]([F:21])([F:19])[F:20])(=[O:23])[C:24]1[CH:25]=[CH:26][CH:27]=[CH:28][CH:29]=1, predict the reactants needed to synthesize it. The reactants are: [NH2:1][C:2]1[CH:3]=[C:4]([C:8]2[C:17]3[C:12](=[C:13]([C:18]([F:21])([F:20])[F:19])[CH:14]=[CH:15][CH:16]=3)[N:11]=[CH:10][C:9]=2[C:22]([C:24]2[CH:29]=[CH:28][CH:27]=[CH:26][CH:25]=2)=[O:23])[CH:5]=[CH:6][CH:7]=1.[C:30]1([N:36]=[C:37]=[S:38])[CH:35]=[CH:34][CH:33]=[CH:32][CH:31]=1. (3) Given the product [CH3:21][C:18]1([CH3:22])[O:17][C@@H:16]([CH2:15][C:6]2([S:9][S:10][C:11]3([CH2:15][C@H:16]4[CH2:20][O:19][C:3]([CH3:4])([CH3:2])[O:17]4)[CH2:13][CH2:12]3)[CH2:8][CH2:7]2)[CH2:20][O:19]1, predict the reactants needed to synthesize it. The reactants are: C([Li])[CH2:2][CH2:3][CH3:4].[CH:6]1([S:9][S:10][CH:11]2[CH2:13][CH2:12]2)[CH2:8][CH2:7]1.Br[CH2:15][C@H:16]1[CH2:20][O:19][C:18]([CH3:22])([CH3:21])[O:17]1.[Cl-].[NH4+]. (4) The reactants are: [CH2:1]([O:8][C:9]1[CH:14]=[C:13]([O:15][CH2:16][C:17]2[CH:22]=[CH:21][CH:20]=[CH:19][CH:18]=2)[C:12]([Cl:23])=[CH:11][C:10]=1[C:24]1[O:28][N:27]=[C:26]([C:29](=[O:33])[NH:30][CH2:31][CH3:32])[C:25]=1[C:34]1[O:38][N:37]=[C:36]([C:39](OCC)=[O:40])[CH:35]=1)[C:2]1[CH:7]=[CH:6][CH:5]=[CH:4][CH:3]=1.[H-].[Al+3].[Li+].[H-].[H-].[H-]. Given the product [CH2:1]([O:8][C:9]1[CH:14]=[C:13]([O:15][CH2:16][C:17]2[CH:22]=[CH:21][CH:20]=[CH:19][CH:18]=2)[C:12]([Cl:23])=[CH:11][C:10]=1[C:24]1[O:28][N:27]=[C:26]([C:29]([NH:30][CH2:31][CH3:32])=[O:33])[C:25]=1[C:34]1[O:38][N:37]=[C:36]([CH2:39][OH:40])[CH:35]=1)[C:2]1[CH:3]=[CH:4][CH:5]=[CH:6][CH:7]=1, predict the reactants needed to synthesize it. (5) Given the product [CH:84]1([NH:82][C:2]([C:4]2[C:5](=[O:53])[C:6]3[C:11](=[N:10][CH:9]=[CH:8][CH:7]=3)[N:12]([C:15]3[CH:71]=[C:76]([C:36]4[CH:51]=[CH:50][C:39]([CH2:40][C:41]5([C:45]([O:47][CH2:48][CH3:49])=[O:46])[CH2:44][CH2:43][CH2:42]5)=[CH:38][CH:37]=4)[CH:75]=[CH:74][CH:73]=3)[CH:13]=2)=[O:3])[CH2:78][CH2:77]1, predict the reactants needed to synthesize it. The reactants are: C[C:2]([C:4]1[C:13](=O)[N:12]([CH3:15])[C:11]2[N:10]=[C:9](C3C=CC(Cl)=CC=3Cl)[C:8](C3C=CC(Cl)=CC=3)=[CH:7][C:6]=2[C:5]=1NC(C)=O)=[O:3].Br[C:36]1[CH:51]=[CH:50][C:39]([CH2:40][C:41]2([C:45]([O:47][CH2:48][CH3:49])=[O:46])[CH2:44][CH2:43][CH2:42]2)=[CH:38][CH:37]=1.C([O-])([O-])=[O:53].[Na+].[Na+].C1C=CC(P([C:71]2[CH:76]=[CH:75][CH:74]=[CH:73]C=2)C2C=CC=CC=2)=CC=1.[CH2:77](O)[CH2:78]C.C[N:82]([CH:84]=O)C. (6) Given the product [NH2:17][C:15]1[N:16]=[C:11]2[CH:10]=[N:9][C:8]([C:34]3[CH:33]=[C:32]([CH3:38])[C:1]([OH:4])=[C:36]([CH3:31])[CH:35]=3)=[CH:13][N:12]2[N:14]=1, predict the reactants needed to synthesize it. The reactants are: [C:1](=[O:4])([O-])[O-].[K+].[K+].Br[C:8]1[N:9]=[CH:10][C:11]2[N:12]([N:14]=[C:15]([NH2:17])[N:16]=2)[CH:13]=1.[C:31]1(P([C:31]2[CH:36]=[CH:35][CH:34]=[CH:33][CH:32]=2)[C:31]2[CH:36]=[CH:35][CH:34]=[CH:33][CH:32]=2)[CH:36]=[CH:35][CH:34]=[CH:33][CH:32]=1.O.[CH2:38](O)CC.